From a dataset of Forward reaction prediction with 1.9M reactions from USPTO patents (1976-2016). Predict the product of the given reaction. (1) Given the reactants [N:1]1[CH:6]=[CH:5][CH:4]=[C:3]([NH:7][C:8](=[O:19])[CH2:9][C:10]([NH:12][C:13]2[CH:14]=[N:15][CH:16]=[CH:17][CH:18]=2)=[O:11])[CH:2]=1.[CH:20]([C:23]1[CH:30]=[CH:29][C:26]([CH:27]=O)=[CH:25][CH:24]=1)([CH3:22])[CH3:21], predict the reaction product. The product is: [N:1]1[CH:6]=[CH:5][CH:4]=[C:3]([NH:7][C:8](=[O:19])[C:9](=[CH:27][C:26]2[CH:29]=[CH:30][C:23]([CH:20]([CH3:22])[CH3:21])=[CH:24][CH:25]=2)[C:10]([NH:12][C:13]2[CH:14]=[N:15][CH:16]=[CH:17][CH:18]=2)=[O:11])[CH:2]=1. (2) Given the reactants C(OCC)(=O)C.[ClH:7].[C:8]([C:10]1[C:11]([NH:40][C:41]([C:43]2[O:44][CH:45]=[CH:46][CH:47]=2)=[O:42])=[N:12][C:13]([C:32]2[CH:37]=[CH:36][C:35]([F:38])=[CH:34][C:33]=2[OH:39])=[CH:14][C:15]=1[C:16]1[CH:21]=[CH:20][CH:19]=[C:18]([NH:22][C:23](=[O:31])[CH2:24][CH:25]([NH:28][CH2:29][CH3:30])[CH2:26][CH3:27])[CH:17]=1)#[N:9], predict the reaction product. The product is: [ClH:7].[C:8]([C:10]1[C:11]([NH:40][C:41]([C:43]2[O:44][CH:45]=[CH:46][CH:47]=2)=[O:42])=[N:12][C:13]([C:32]2[CH:37]=[CH:36][C:35]([F:38])=[CH:34][C:33]=2[OH:39])=[CH:14][C:15]=1[C:16]1[CH:21]=[CH:20][CH:19]=[C:18]([NH:22][C:23](=[O:31])[CH2:24][CH:25]([NH:28][CH2:29][CH3:30])[CH2:26][CH3:27])[CH:17]=1)#[N:9]. (3) Given the reactants [Cl:1][C:2]1[CH:3]=[CH:4][CH:5]=[C:6]2[C:10]=1[NH:9][CH:8]=[C:7]2[CH:11]1[CH2:16][CH2:15][N:14]([CH2:17][CH2:18][C:19]2[CH:24]=[C:23]([NH2:25])[CH:22]=[CH:21][C:20]=2[CH3:26])[CH2:13][CH2:12]1.[F:27][C:28]1[CH:36]=[CH:35][C:31]([C:32](Cl)=[O:33])=[CH:30][CH:29]=1, predict the reaction product. The product is: [F:27][C:28]1[CH:36]=[CH:35][C:31]([C:32]([NH:25][C:23]2[CH:22]=[CH:21][C:20]([CH3:26])=[C:19]([CH2:18][CH2:17][N:14]3[CH2:13][CH2:12][CH:11]([C:7]4[C:6]5[C:10](=[C:2]([Cl:1])[CH:3]=[CH:4][CH:5]=5)[NH:9][CH:8]=4)[CH2:16][CH2:15]3)[CH:24]=2)=[O:33])=[CH:30][CH:29]=1. (4) Given the reactants [C:1]1([C:7]2[C:16]3[CH:15]=[CH:14][CH:13]=[CH:12][C:11]=3[N:10]=[C:9]3[C:17]4[C:22]([C:23]([C:25]5[CH:30]=[CH:29][CH:28]=[CH:27][CH:26]=5)(O)[C:8]=23)=[CH:21][CH:20]=[CH:19][CH:18]=4)[CH:6]=[CH:5][CH:4]=[CH:3][CH:2]=1.[C:31]1([CH3:50])[CH:36]=[CH:35][C:34]([N:37]2[C:49]3[CH:48]=[CH:47][CH:46]=[CH:45][C:44]=3[C:43]3[C:38]2=[CH:39][CH:40]=[CH:41][CH:42]=3)=[CH:33][CH:32]=1.CS(O)(=O)=O.O=P12OP3(OP(OP(O3)(O1)=O)(=O)O2)=O, predict the reaction product. The product is: [C:1]1([C:7]2[C:16]3[CH:15]=[CH:14][CH:13]=[CH:12][C:11]=3[N:10]=[C:9]3[C:17]4[C:22]([C:23]([C:25]5[CH:26]=[CH:27][CH:28]=[CH:29][CH:30]=5)([C:41]5[CH:40]=[CH:39][C:38]6[N:37]([C:34]7[CH:33]=[CH:32][C:31]([CH3:50])=[CH:36][CH:35]=7)[C:49]7[C:44]([C:43]=6[CH:42]=5)=[CH:45][CH:46]=[CH:47][CH:48]=7)[C:8]=23)=[CH:21][CH:20]=[CH:19][CH:18]=4)[CH:2]=[CH:3][CH:4]=[CH:5][CH:6]=1. (5) Given the reactants [CH3:1][O:2][C:3]1[CH:8]=[CH:7][C:6]([C:9]([C:11]2[CH:16]=[CH:15][C:14]([O:17][CH3:18])=[CH:13][CH:12]=2)=O)=[CH:5][CH:4]=1.[OH:19][C:20]1[CH:25]=[CH:24][C:23]([C:26](=O)[CH2:27][CH3:28])=[CH:22][CH:21]=1, predict the reaction product. The product is: [CH2:27]([C:26]([C:23]1[CH:24]=[CH:25][C:20]([OH:19])=[CH:21][CH:22]=1)=[C:9]([C:11]1[CH:16]=[CH:15][C:14]([O:17][CH3:18])=[CH:13][CH:12]=1)[C:6]1[CH:7]=[CH:8][C:3]([O:2][CH3:1])=[CH:4][CH:5]=1)[CH3:28]. (6) The product is: [CH3:9][N:10]1[CH2:14][CH2:13][CH2:12][C:11]1=[O:15].[CH:1]1[C:6]([OH:7])=[CH:5][CH:4]=[CH:3][C:2]=1[CH3:8]. Given the reactants [CH:1]1[C:6]([OH:7])=[CH:5][CH:4]=[CH:3][C:2]=1[CH3:8].[CH3:9][N:10]1[CH2:14][CH2:13][CH2:12][C:11]1=[O:15], predict the reaction product. (7) Given the reactants [CH3:1][C:2]1[O:6][N:5]=[C:4]([C:7]2[CH:12]=[CH:11][CH:10]=[CH:9][CH:8]=2)[C:3]=1[C:13]([OH:15])=O.[NH:16]1[C:20]2[CH:21]=[CH:22][CH:23]=[CH:24][C:19]=2[N:18]=[C:17]1[C:25]1[C:29]([NH2:30])=[CH:28][NH:27][N:26]=1.C(Cl)CCl.C1C=CC2N(O)N=NC=2C=1, predict the reaction product. The product is: [NH:18]1[C:19]2[CH:24]=[CH:23][CH:22]=[CH:21][C:20]=2[N:16]=[C:17]1[C:25]1[C:29]([NH:30][C:13]([C:3]2[C:4]([C:7]3[CH:8]=[CH:9][CH:10]=[CH:11][CH:12]=3)=[N:5][O:6][C:2]=2[CH3:1])=[O:15])=[CH:28][NH:27][N:26]=1.